Dataset: Catalyst prediction with 721,799 reactions and 888 catalyst types from USPTO. Task: Predict which catalyst facilitates the given reaction. (1) The catalyst class is: 98. Product: [NH2:17][C:16]1[S:15][C:14]([S:1]([NH2:28])(=[O:3])=[O:2])=[N:13][C:12]=1[C:6]1[CH:11]=[CH:10][CH:9]=[CH:8][CH:7]=1.[NH2:17][C:16]1[S:15][CH:14]=[N:13][C:12]=1[C:6]1[CH:11]=[CH:10][CH:9]=[CH:8][CH:7]=1. Reactant: [S:1](Cl)(Cl)(=[O:3])=[O:2].[C:6]1([C:12]2[N:13]=[CH:14][S:15][C:16]=2[N:17]2C(=O)C3=CC=CC=C3C2=O)[CH:11]=[CH:10][CH:9]=[CH:8][CH:7]=1.[NH3:28].NN. (2) Reactant: C([O:8][C:9](=[O:40])[C@@H:10]([N:14]([C:33](=[O:39])[CH2:34][CH2:35][C:36](=[O:38])[CH3:37])[CH2:15][C:16]1[CH:21]=[CH:20][C:19]([C:22]2[CH:27]=[CH:26][CH:25]=[CH:24][C:23]=2[C:28]2[NH:32][N:31]=[N:30][N:29]=2)=[CH:18][CH:17]=1)[CH:11]([CH3:13])[CH3:12])C1C=CC=CC=1. Product: [CH3:12][CH:11]([CH3:13])[C@H:10]([N:14]([C:33](=[O:39])[CH2:34][CH2:35][C:36](=[O:38])[CH3:37])[CH2:15][C:16]1[CH:17]=[CH:18][C:19]([C:22]2[CH:27]=[CH:26][CH:25]=[CH:24][C:23]=2[C:28]2[NH:32][N:31]=[N:30][N:29]=2)=[CH:20][CH:21]=1)[C:9]([OH:40])=[O:8]. The catalyst class is: 312. (3) Reactant: [NH2:1][CH:2]([C:4]1[N:5]([C:15]2[CH:20]=[CH:19][CH:18]=[C:17]([F:21])[CH:16]=2)[C:6](=[O:14])[C:7]2[N:8]([CH:10]=[CH:11][C:12]=2[Cl:13])[CH:9]=1)[CH3:3].Cl[C:23]1[N:31]=[CH:30][N:29]=[C:28]2[C:24]=1[N:25]=[CH:26][NH:27]2. Product: [N:31]1[C:23]([NH:1][CH:2]([C:4]2[N:5]([C:15]3[CH:20]=[CH:19][CH:18]=[C:17]([F:21])[CH:16]=3)[C:6](=[O:14])[C:7]3[N:8]([CH:10]=[CH:11][C:12]=3[Cl:13])[CH:9]=2)[CH3:3])=[C:24]2[C:28]([NH:27][CH:26]=[N:25]2)=[N:29][CH:30]=1. The catalyst class is: 114. (4) Product: [CH2:2]([O:9][NH:10][C:19](=[O:26])[CH2:20][C:21]([O:23][CH2:24][CH3:25])=[O:22])[C:3]1[CH:8]=[CH:7][CH:6]=[CH:5][CH:4]=1. Reactant: Cl.[CH2:2]([O:9][NH2:10])[C:3]1[CH:8]=[CH:7][CH:6]=[CH:5][CH:4]=1.C(N(CC)CC)C.Cl[C:19](=[O:26])[CH2:20][C:21]([O:23][CH2:24][CH3:25])=[O:22]. The catalyst class is: 1. (5) Reactant: [C:1]([O:5][C:6]([N:8]1[CH2:16][C:15]2[C:10](=[CH:11][CH:12]=[C:13]([C:17]([OH:19])=O)[CH:14]=2)[CH2:9]1)=[O:7])([CH3:4])([CH3:3])[CH3:2].C(Cl)CCl.C1C=CC2N(O)N=[N:30]C=2C=1.N. Product: [C:1]([O:5][C:6]([N:8]1[CH2:16][C:15]2[C:10](=[CH:11][CH:12]=[C:13]([C:17]([NH2:30])=[O:19])[CH:14]=2)[CH2:9]1)=[O:7])([CH3:4])([CH3:3])[CH3:2]. The catalyst class is: 338. (6) Reactant: [CH3:1][N:2]([C@@H:10]([CH2:29][CH:30]([CH3:32])[CH3:31])[CH2:11][O:12][C:13]1[CH:14]=[CH:15][C:16]2[C:25]3[C:20](=[CH:21][N:22]=[CH:23][CH:24]=3)[C:19](=[O:26])[N:18]([CH3:27])[C:17]=2[CH:28]=1)C(=O)OC(C)(C)C.Cl.CCOCC. Product: [CH3:27][N:18]1[C:17]2[CH:28]=[C:13]([O:12][CH2:11][C@@H:10]([NH:2][CH3:1])[CH2:29][CH:30]([CH3:32])[CH3:31])[CH:14]=[CH:15][C:16]=2[C:25]2[C:20](=[CH:21][N:22]=[CH:23][CH:24]=2)[C:19]1=[O:26]. The catalyst class is: 4.